From a dataset of Forward reaction prediction with 1.9M reactions from USPTO patents (1976-2016). Predict the product of the given reaction. (1) Given the reactants [C:1]([C:4]1[C:5](=[O:12])[O:6][C:7]([CH3:11])=[CH:8][C:9]=1O)(=[O:3])[CH3:2].[CH3:13][S:14][CH2:15][CH2:16][O:17][C:18]1[CH:19]=[C:20]([CH:23]=[CH:24][CH:25]=1)[CH:21]=O.[NH:26]1[CH2:31][CH2:30][CH2:29][CH2:28][CH2:27]1.O, predict the reaction product. The product is: [N:26]1([C:9]2[CH:8]=[C:7]([CH3:11])[O:6][C:5](=[O:12])[C:4]=2[C:1](=[O:3])[CH:2]=[CH:21][C:20]2[CH:23]=[CH:24][CH:25]=[C:18]([O:17][CH2:16][CH2:15][S:14][CH3:13])[CH:19]=2)[CH2:31][CH2:30][CH2:29][CH2:28][CH2:27]1. (2) Given the reactants [F:1][C:2]1[CH:21]=[CH:20][C:5]2[C:6]([C:9]3[CH:14]=[CH:13][C:12]([O:15][CH2:16][C@@H:17]4[CH2:19][O:18]4)=[CH:11][CH:10]=3)=[N:7][O:8][C:4]=2[CH:3]=1.[N:22]1([C:28]2[C:36]3[C:31](=[CH:32][CH:33]=[CH:34][CH:35]=3)[NH:30][N:29]=2)[CH2:27][CH2:26][NH:25][CH2:24][CH2:23]1, predict the reaction product. The product is: [F:1][C:2]1[CH:21]=[CH:20][C:5]2[C:6]([C:9]3[CH:14]=[CH:13][C:12]([O:15][CH2:16][C@@H:17]([OH:18])[CH2:19][N:25]4[CH2:26][CH2:27][N:22]([C:28]5[C:36]6[C:31](=[CH:32][CH:33]=[CH:34][CH:35]=6)[NH:30][N:29]=5)[CH2:23][CH2:24]4)=[CH:11][CH:10]=3)=[N:7][O:8][C:4]=2[CH:3]=1. (3) Given the reactants C([N:8](CC1C=CC=CC=1)[C:9]1[CH:10]=[N:11][C:12]([CH2:15][NH:16][CH2:17][CH2:18][O:19][CH3:20])=[CH:13][CH:14]=1)C1C=CC=CC=1.[OH-].[Na+], predict the reaction product. The product is: [CH3:20][O:19][CH2:18][CH2:17][NH:16][CH2:15][C:12]1[N:11]=[CH:10][C:9]([NH2:8])=[CH:14][CH:13]=1. (4) The product is: [C:23]([CH:26]1[CH:25]([C:30]([OH:32])=[O:31])[CH2:24][C:23]2[C:28](=[CH:29][C:20]([O:5][CH2:6][CH2:7][C:8]3[N:9]=[C:10]([C:14]4[S:15][CH:16]=[CH:17][CH:18]=4)[O:11][C:12]=3[CH3:13])=[CH:21][CH:22]=2)[O:27]1)([CH3:28])([CH3:24])[CH3:22]. Given the reactants CS([O:5][CH2:6][CH2:7][C:8]1[N:9]=[C:10]([C:14]2[S:15][CH:16]=[CH:17][CH:18]=2)[O:11][C:12]=1[CH3:13])(=O)=O.O[C:20]1[CH:29]=[C:28]2[C:23]([CH2:24][CH:25]([C:30]([O:32]C(C)(C)C)=[O:31])[CH2:26][O:27]2)=[CH:22][CH:21]=1.C(=O)([O-])[O-].[K+].[K+], predict the reaction product.